Predict the reaction yield, written as a fraction of the theoretical maximum amount of product (1.0 means a 100% yield; for example, 0.34 means a 34% yield). From a dataset of Reaction yield outcomes from USPTO patents with 853,638 reactions. (1) The product is [Cl:1][C:2]1[C:11]2[C:6](=[CH:7][C:8]([O:12][CH2:16][C:15]#[CH:14])=[CH:9][CH:10]=2)[C:5]([CH3:13])=[N:4][N:3]=1. The catalyst is C1(C)C=CC=CC=1. The reactants are [Cl:1][C:2]1[C:11]2[C:6](=[CH:7][C:8]([OH:12])=[CH:9][CH:10]=2)[C:5]([CH3:13])=[N:4][N:3]=1.[CH2:14](Br)[C:15]#[CH:16].C([O-])([O-])=O.[K+].[K+].CC(C)=O. The yield is 0.440. (2) The reactants are [Cl:1][C:2]1[CH:8]=[CH:7][C:5]([NH2:6])=[C:4]([I:9])[CH:3]=1.[C:10]1(=O)[CH2:15][CH2:14][CH2:13][C:12](=[O:16])[CH2:11]1.O.C1(C)C=CC(S(O)(=O)=O)=CC=1.CCOC(C)=O. The catalyst is C1(C)C=CC=CC=1. The product is [Cl:1][C:2]1[CH:8]=[CH:7][C:5]([NH:6][C:10]2[CH2:15][CH2:14][CH2:13][C:12](=[O:16])[CH:11]=2)=[C:4]([I:9])[CH:3]=1. The yield is 0.800. (3) The yield is 0.820. The reactants are C([O:4][CH2:5][C:6]1[S:7][C:8]([Br:12])=[CH:9][C:10]=1[CH3:11])(=O)C.C([O-])([O-])=O.[K+].[K+]. The catalyst is CO. The product is [Br:12][C:8]1[S:7][C:6]([CH2:5][OH:4])=[C:10]([CH3:11])[CH:9]=1. (4) The reactants are [OH:1][C:2]1[CH:3]=[C:4]([NH:8][C:9]2[N:14]=[C:13]([NH:15][C:16]3[CH:21]=[CH:20][CH:19]=[C:18]([OH:22])[CH:17]=3)[C:12]([F:23])=[CH:11][N:10]=2)[CH:5]=[CH:6][CH:7]=1.OC1C=C(C=CC=1[C:32]([O:34][CH3:35])=[O:33])N.ClC1N=C(Cl)C(F)=CN=1. No catalyst specified. The product is [OH:1][C:2]1[CH:3]=[C:4]([NH:8][C:9]2[N:14]=[C:13]([NH:15][C:16]3[CH:21]=[CH:20][C:19]([C:32]([O:34][CH3:35])=[O:33])=[C:18]([OH:22])[CH:17]=3)[C:12]([F:23])=[CH:11][N:10]=2)[CH:5]=[CH:6][C:7]=1[C:32]([O:34][CH3:35])=[O:33]. The yield is 0.410. (5) The reactants are C(N(CC)CC)C.Br[C:9]1[CH:10]=[C:11]2[C:16](=[C:17](Br)[C:18]=1[O:19][CH3:20])[CH2:15][N:14]([C:22]([O:24][C:25]([CH3:28])([CH3:27])[CH3:26])=[O:23])[C@@:13]([CH3:32])([C:29]([OH:31])=[O:30])[CH2:12]2. The catalyst is CO.[Pd]. The product is [C:25]([O:24][C:22]([N:14]1[C@@:13]([CH3:32])([C:29]([OH:31])=[O:30])[CH2:12][C:11]2[C:16](=[CH:17][C:18]([O:19][CH3:20])=[CH:9][CH:10]=2)[CH2:15]1)=[O:23])([CH3:28])([CH3:27])[CH3:26]. The yield is 1.00. (6) The reactants are [Cl-].[Li+].O.[CH:4]([O-:6])=[O:5].[Li+].I[C:9]1[C:17]2[C:16]([CH:18]=[O:19])=[CH:15][CH:14]=[N:13][C:12]=2[N:11]([S:20]([C:23]2[CH:29]=[CH:28][C:26]([CH3:27])=[CH:25][CH:24]=2)(=[O:22])=[O:21])[CH:10]=1.C(OC(=O)C)(=O)C.CCN(C(C)C)C(C)C. The catalyst is CO.C(Cl)Cl.C([O-])(=O)C.[Pd+2].C([O-])(=O)C.CN(C=O)C. The product is [CH:18]([C:16]1[CH:15]=[CH:14][N:13]=[C:12]2[N:11]([S:20]([C:23]3[CH:29]=[CH:28][C:26]([CH3:27])=[CH:25][CH:24]=3)(=[O:22])=[O:21])[CH:10]=[C:9]([C:4]([OH:6])=[O:5])[C:17]=12)=[O:19]. The yield is 0.890. (7) The reactants are [CH2:1]([N:8]1[C:13](=[O:14])[C:12]2[C:15]([CH3:18])=[N:16][S:17][C:11]=2[N:10]=[C:9]1[CH:19]([NH:23][CH2:24][CH2:25][CH:26]1[O:30][CH2:29][CH2:28][O:27]1)[CH:20]([CH3:22])[CH3:21])[C:2]1[CH:7]=[CH:6][CH:5]=[CH:4][CH:3]=1.[Br:31][C:32]1[CH:40]=[CH:39][C:35]([C:36](Cl)=[O:37])=[CH:34][CH:33]=1. The catalyst is C(Cl)(Cl)Cl. The product is [CH2:1]([N:8]1[C:13](=[O:14])[C:12]2[C:15]([CH3:18])=[N:16][S:17][C:11]=2[N:10]=[C:9]1[CH:19]([N:23]([CH2:24][CH2:25][CH:26]1[O:27][CH2:28][CH2:29][O:30]1)[C:36](=[O:37])[C:35]1[CH:39]=[CH:40][C:32]([Br:31])=[CH:33][CH:34]=1)[CH:20]([CH3:22])[CH3:21])[C:2]1[CH:7]=[CH:6][CH:5]=[CH:4][CH:3]=1. The yield is 0.770.